Dataset: Catalyst prediction with 721,799 reactions and 888 catalyst types from USPTO. Task: Predict which catalyst facilitates the given reaction. (1) Reactant: C(=O)([O-])[O-].[K+].[K+].[Cl:7][C:8]1[CH:13]=[CH:12][CH:11]=[CH:10][C:9]=1[CH:14]1NN=[C:16]([CH:19]2[CH2:21][CH2:20]2)[CH2:15]1. Product: [Cl:7][C:8]1[CH:13]=[CH:12][CH:11]=[CH:10][C:9]=1[CH:14]1[CH2:15][CH:16]1[CH:19]1[CH2:21][CH2:20]1. The catalyst class is: 196. (2) Reactant: Br[CH2:2][CH2:3][CH2:4][CH2:5][CH2:6][CH2:7][CH2:8][CH2:9][CH:10]1[O:14][CH2:13][CH2:12][O:11]1.[CH:15]([N:18]([CH:21]([CH3:23])C)[CH2:19][CH3:20])(C)C.Cl.[CH:25]1([C:31]([OH:48])([C:42]2[CH:47]=[CH:46][CH:45]=[CH:44][CH:43]=2)[C:32]([O:34][CH2:35][CH:36]2CCNCC2)=[O:33])[CH2:30][CH2:29][CH2:28][CH2:27][CH2:26]1. Product: [CH:42]1([C:31]([OH:48])([C:25]2[CH:26]=[CH:27][CH:28]=[CH:29][CH:30]=2)[C:32]([O:34][CH2:35][CH:36]2[CH2:20][CH2:19][N:18]([CH2:15][CH2:2][CH2:3][CH2:4][CH2:5][CH2:6][CH2:7][CH2:8][CH2:9][CH:10]3[O:14][CH2:13][CH2:12][O:11]3)[CH2:21][CH2:23]2)=[O:33])[CH2:47][CH2:46][CH2:45][CH2:44][CH2:43]1. The catalyst class is: 245. (3) Reactant: [O:1]1[C:10]2[CH:9]=[CH:8][CH:7]=[C:6]([NH2:11])[C:5]=2[CH2:4][CH2:3][CH2:2]1.C1C(=O)N([Br:19])C(=O)C1. Product: [Br:19][C:9]1[C:10]2[O:1][CH2:2][CH2:3][CH2:4][C:5]=2[C:6]([NH2:11])=[CH:7][CH:8]=1. The catalyst class is: 2. (4) Reactant: Cl.O1CCOCC1.[Cl:8][C:9]1[N:10]=[C:11]([C:16]([NH:18][C@H:19]2[CH2:24][CH2:23][N:22]([C:25](OC(C)(C)C)=O)[CH2:21][C@H:20]2[F:32])=[O:17])[NH:12][C:13]=1[CH2:14][CH3:15].BrC1[S:35][C:36]([C:40]([O:42][CH2:43][CH3:44])=[O:41])=[C:37]([CH3:39])[N:38]=1.C(=O)([O-])[O-].[Na+].[Na+]. Product: [Cl:8][C:9]1[N:10]=[C:11]([C:16]([NH:18][C@H:19]2[CH2:24][CH2:23][N:22]([C:25]3[S:35][C:36]([C:40]([O:42][CH2:43][CH3:44])=[O:41])=[C:37]([CH3:39])[N:38]=3)[CH2:21][C@H:20]2[F:32])=[O:17])[NH:12][C:13]=1[CH2:14][CH3:15]. The catalyst class is: 6. (5) Reactant: [Br:1][C:2]1[NH:3][C:4]2[C:9]([C:10]=1[CH:11]1[CH2:16][CH2:15][CH2:14][CH2:13][CH2:12]1)=[CH:8][CH:7]=[C:6]([C:17]([O:19][CH3:20])=[O:18])[CH:5]=2.N1C2C(=CC=C(C(OC)=O)C=2)C=C1.C([O-])([O-])=O.[K+].[K+].[C:40]([O:44][C:45]([N:47]([C:54]([O:56][C:57]([CH3:60])([CH3:59])[CH3:58])=[O:55])[C:48](=[CH2:53])[C:49]([O:51][CH3:52])=[O:50])=[O:46])([CH3:43])([CH3:42])[CH3:41]. Product: [C:40]([O:44][C:45]([N:47]([C:54]([O:56][C:57]([CH3:58])([CH3:60])[CH3:59])=[O:55])[CH:48]([C:49]([O:51][CH3:52])=[O:50])[CH2:53][N:3]1[C:4]2[C:9](=[CH:8][CH:7]=[C:6]([C:17]([O:19][CH3:20])=[O:18])[CH:5]=2)[C:10]([CH:11]2[CH2:16][CH2:15][CH2:14][CH2:13][CH2:12]2)=[C:2]1[Br:1])=[O:46])([CH3:43])([CH3:41])[CH3:42]. The catalyst class is: 23. (6) Reactant: [Cl:1][C:2]1[CH:7]=[CH:6][C:5]([NH:8][C:9]2[N:17]=[C:16]([N:18]3[C:22]([CH2:23][O:24]C4CCCCO4)=[CH:21][C:20]([CH3:31])=[N:19]3)[N:15]=[C:14]3[C:10]=2[N:11]=[CH:12][N:13]3[CH3:32])=[CH:4][CH:3]=1.O.C1(C)C=CC(S(O)(=O)=O)=CC=1.C(=O)([O-])[O-].[K+].[K+]. Product: [Cl:1][C:2]1[CH:7]=[CH:6][C:5]([NH:8][C:9]2[N:17]=[C:16]([N:18]3[C:22]([CH2:23][OH:24])=[CH:21][C:20]([CH3:31])=[N:19]3)[N:15]=[C:14]3[C:10]=2[N:11]=[CH:12][N:13]3[CH3:32])=[CH:4][CH:3]=1. The catalyst class is: 5. (7) Reactant: [N:1]12[CH2:8][CH2:7][CH:4]([CH2:5][CH2:6]1)[C@@H:3]([O:9][C:10]([C:12]1([C:19]3[CH:24]=[CH:23][CH:22]=[CH:21][CH:20]=3)[CH2:18][CH2:17][CH2:16][CH2:15][CH2:14][CH2:13]1)=[O:11])[CH2:2]2.[Br:25][CH2:26][C:27]([NH:29][C:30]1[CH:35]=[CH:34][CH:33]=[CH:32][C:31]=1[F:36])=[O:28]. Product: [Br-:25].[F:36][C:31]1[CH:32]=[CH:33][CH:34]=[CH:35][C:30]=1[NH:29][C:27]([CH2:26][N+:1]12[CH2:8][CH2:7][CH:4]([CH2:5][CH2:6]1)[C@@H:3]([O:9][C:10]([C:12]1([C:19]3[CH:20]=[CH:21][CH:22]=[CH:23][CH:24]=3)[CH2:18][CH2:17][CH2:16][CH2:15][CH2:14][CH2:13]1)=[O:11])[CH2:2]2)=[O:28]. The catalyst class is: 10.